Dataset: Reaction yield outcomes from USPTO patents with 853,638 reactions. Task: Predict the reaction yield, written as a fraction of the theoretical maximum amount of product (1.0 means a 100% yield; for example, 0.34 means a 34% yield). (1) The reactants are [CH3:1][N:2]([S:22]([C:25]1[S:26][CH:27]=[CH:28][CH:29]=1)(=[O:24])=[O:23])[C:3]1[CH:4]=[CH:5][CH:6]=[C:7]2[C:11]=1[NH:10][C:9]([C:12]1[S:16][C:15]([C:17](OCC)=[O:18])=[N:14][N:13]=1)=[CH:8]2.O1CCCC1.[BH4-].[Na+]. The catalyst is CO. The product is [OH:18][CH2:17][C:15]1[S:16][C:12]([C:9]2[NH:10][C:11]3[C:7]([CH:8]=2)=[CH:6][CH:5]=[CH:4][C:3]=3[N:2]([CH3:1])[S:22]([C:25]2[S:26][CH:27]=[CH:28][CH:29]=2)(=[O:24])=[O:23])=[N:13][N:14]=1. The yield is 0.940. (2) The catalyst is CN(C=O)C.C(OC(=O)C)C. The product is [NH2:1][C:2]1[C:11]2[C:6](=[CH:7][C:8]([O:12][CH2:13][CH:14]3[CH2:15][CH2:16][N:17]([CH2:27][CH2:28][NH:29][C:30]4[C:39]5[C:34](=[CH:35][CH:36]=[CH:37][CH:38]=5)[N:33]=[CH:32][CH:31]=4)[CH2:18][CH2:19]3)=[CH:9][CH:10]=2)[N:5]=[CH:4][N:3]=1. The reactants are [NH2:1][C:2]1[C:11]2[C:6](=[CH:7][C:8]([O:12][CH2:13][CH:14]3[CH2:19][CH2:18][NH:17][CH2:16][CH2:15]3)=[CH:9][CH:10]=2)[N:5]=[CH:4][N:3]=1.C([O-])([O-])=O.[K+].[K+].Cl[CH2:27][CH2:28][NH:29][C:30]1[C:39]2[C:34](=[CH:35][CH:36]=[CH:37][CH:38]=2)[N:33]=[CH:32][CH:31]=1. The yield is 0.680. (3) The reactants are C([Li])(C)(C)C.Br[C:7]1[N:12]=[C:11]([CH3:13])[C:10]([O:14][CH3:15])=[C:9]([CH3:16])[CH:8]=1.[C:17]([C:19]1[C:24]([C:25]([C:33]2[CH:38]=[CH:37][CH:36]=[C:35]([O:39][CH2:40][CH2:41][CH:42]([F:44])[F:43])[CH:34]=2)=[N:26]S(C(C)(C)C)=O)=[CH:23][CH:22]=[CH:21][N:20]=1)#[N:18].Cl. The catalyst is C1COCC1. The product is [F:43][CH:42]([F:44])[CH2:41][CH2:40][O:39][C:35]1[CH:34]=[C:33]([C:25]2([C:7]3[CH:8]=[C:9]([CH3:16])[C:10]([O:14][CH3:15])=[C:11]([CH3:13])[N:12]=3)[C:24]3[C:19](=[N:20][CH:21]=[CH:22][CH:23]=3)[C:17]([NH2:18])=[N:26]2)[CH:38]=[CH:37][CH:36]=1. The yield is 0.0340. (4) The reactants are [Br:1][C:2]1[CH:7]=[CH:6][C:5]([OH:8])=[CH:4][CH:3]=1.C(=O)([O-])[O-].[K+].[K+].Br[CH2:16][CH2:17][O:18][CH3:19]. The catalyst is CN(C)C=O. The product is [Br:1][C:2]1[CH:7]=[CH:6][C:5]([O:8][CH2:16][CH2:17][O:18][CH3:19])=[CH:4][CH:3]=1. The yield is 0.480. (5) The reactants are [CH3:1][C:2]1[CH:7]=[CH:6][CH:5]=[C:4]([CH3:8])[C:3]=1[NH:9][C:10]1[N:14]2[CH:15]=[C:16]([F:19])[CH:17]=[CH:18][C:13]2=[N:12][C:11]=1[C:20]1[CH:36]=[CH:35][CH:34]=[CH:33][C:21]=1[C:22]([NH:24][NH:25]C(OC(C)(C)C)=O)=[O:23]. The catalyst is Cl.O1CCOCC1. The product is [CH3:1][C:2]1[CH:7]=[CH:6][CH:5]=[C:4]([CH3:8])[C:3]=1[NH:9][C:10]1[N:14]2[CH:15]=[C:16]([F:19])[CH:17]=[CH:18][C:13]2=[N:12][C:11]=1[C:20]1[CH:36]=[CH:35][CH:34]=[CH:33][C:21]=1[C:22]([NH:24][NH2:25])=[O:23]. The yield is 0.780. (6) The catalyst is C1COCC1. The yield is 0.240. The reactants are [CH2:1]([O:8][C:9]1[C:14]([C:15]([O:17][CH2:18][C:19]2[CH:24]=[CH:23][CH:22]=[CH:21][CH:20]=2)=[O:16])=[C:13]([O:25][CH2:26][C:27]2[CH:32]=[CH:31][CH:30]=[CH:29][CH:28]=2)[N:12]=[C:11]([C:33]2[CH:34]=[C:35]3[C:39](=[CH:40][CH:41]=2)[N:38]([C:42]([O:44][C:45]([CH3:48])([CH3:47])[CH3:46])=[O:43])[CH:37]=[CH:36]3)[C:10]=1[CH2:49][CH3:50])[C:2]1[CH:7]=[CH:6][CH:5]=[CH:4][CH:3]=1.C([O:54][B:55](OC(C)C)[O:56]C(C)C)(C)C.[Li+].CC([N-]C(C)C)C. The product is [CH2:1]([O:8][C:9]1[C:14]([C:15]([O:17][CH2:18][C:19]2[CH:20]=[CH:21][CH:22]=[CH:23][CH:24]=2)=[O:16])=[C:13]([O:25][CH2:26][C:27]2[CH:32]=[CH:31][CH:30]=[CH:29][CH:28]=2)[N:12]=[C:11]([C:33]2[CH:34]=[C:35]3[C:39](=[CH:40][CH:41]=2)[N:38]([C:42]([O:44][C:45]([CH3:46])([CH3:48])[CH3:47])=[O:43])[C:37]([B:55]([OH:56])[OH:54])=[CH:36]3)[C:10]=1[CH2:49][CH3:50])[C:2]1[CH:7]=[CH:6][CH:5]=[CH:4][CH:3]=1. (7) The reactants are [Cl:1][C:2]1[CH:3]=[C:4]([N:8]2[C:12]([CH2:13][NH:14][C:15](=[O:26])[CH:16]([C:18]3[CH:19]=[N:20][C:21]([C:24]#[N:25])=[CH:22][CH:23]=3)[CH3:17])=[CH:11][C:10]([C:27]([F:30])([F:29])[F:28])=[N:9]2)[CH:5]=[CH:6][CH:7]=1.S(=O)(=O)(O)[OH:32]. The catalyst is [OH-].[Na+]. The product is [Cl:1][C:2]1[CH:3]=[C:4]([N:8]2[C:12]([CH2:13][NH:14][C:15](=[O:26])[CH:16]([C:18]3[CH:23]=[CH:22][C:21]([C:24]([NH2:25])=[O:32])=[N:20][CH:19]=3)[CH3:17])=[CH:11][C:10]([C:27]([F:30])([F:28])[F:29])=[N:9]2)[CH:5]=[CH:6][CH:7]=1. The yield is 0.410. (8) The reactants are [Br:1][C:2]1[CH:3]=[N:4][CH:5]=[C:6]([CH:23]=1)[C:7]([NH:9][C:10]1[CH:15]=[CH:14][CH:13]=[CH:12][C:11]=1[NH:16][C:17]1[CH:22]=[CH:21][CH:20]=[CH:19][CH:18]=1)=O.P(Cl)(Cl)(Cl)=O. The catalyst is O1CCOCC1. The product is [Br:1][C:2]1[CH:23]=[C:6]([C:7]2[N:16]([C:17]3[CH:22]=[CH:21][CH:20]=[CH:19][CH:18]=3)[C:11]3[CH:12]=[CH:13][CH:14]=[CH:15][C:10]=3[N:9]=2)[CH:5]=[N:4][CH:3]=1. The yield is 0.890.